Dataset: TCR-epitope binding with 47,182 pairs between 192 epitopes and 23,139 TCRs. Task: Binary Classification. Given a T-cell receptor sequence (or CDR3 region) and an epitope sequence, predict whether binding occurs between them. (1) The epitope is YLNTLTLAV. The TCR CDR3 sequence is CASSPSVETQYF. Result: 0 (the TCR does not bind to the epitope). (2) The epitope is ATDALMTGY. The TCR CDR3 sequence is CASSLEPTSGALNEQFF. Result: 0 (the TCR does not bind to the epitope). (3) The epitope is FIAGLIAIV. The TCR CDR3 sequence is CASSEFPGNYGYTF. Result: 0 (the TCR does not bind to the epitope). (4) The epitope is PROT_97E67BCC. The TCR CDR3 sequence is CASSPRARGNQPQHF. Result: 1 (the TCR binds to the epitope). (5) The epitope is TPRVTGGGAM. The TCR CDR3 sequence is CASTETSGSSYNEQFF. Result: 1 (the TCR binds to the epitope). (6) The epitope is RPPIFIRRL. The TCR CDR3 sequence is CASSLEAGVSYEQYF. Result: 1 (the TCR binds to the epitope). (7) The epitope is YLQPRTFLL. The TCR CDR3 sequence is CASSLEQNNYGYTF. Result: 0 (the TCR does not bind to the epitope).